Task: Predict the product of the given reaction.. Dataset: Forward reaction prediction with 1.9M reactions from USPTO patents (1976-2016) (1) Given the reactants Cl.Cl.Cl.[O:4]1[C:8]2=[C:9]([N:13]3[CH2:18][CH2:17][N:16]([CH2:19][CH2:20][C@H:21]4[CH2:26][CH2:25][C@H:24]([NH2:27])[CH2:23][CH2:22]4)[CH2:15][CH2:14]3)[N:10]=[CH:11][CH:12]=[C:7]2[CH2:6][CH2:5]1.C(N(CC)C(C)C)(C)C.[C:37](O)(=[O:39])[CH3:38].CN(C(ON1N=NC2C=CC=CC1=2)=[N+](C)C)C.[B-](F)(F)(F)F.[OH-].[Na+], predict the reaction product. The product is: [O:4]1[C:8]2=[C:9]([N:13]3[CH2:18][CH2:17][N:16]([CH2:19][CH2:20][C@H:21]4[CH2:26][CH2:25][C@H:24]([NH:27][C:37](=[O:39])[CH3:38])[CH2:23][CH2:22]4)[CH2:15][CH2:14]3)[N:10]=[CH:11][CH:12]=[C:7]2[CH2:6][CH2:5]1. (2) Given the reactants CN(C(ON1N=NC2C=CC=NC1=2)=[N+](C)C)C.F[P-](F)(F)(F)(F)F.[NH2:25][C@@H:26]([C:31]([CH3:34])([CH3:33])[CH3:32])[C:27]([O:29][CH3:30])=[O:28].[C:35](O)(=[O:43])[CH2:36][CH2:37][CH2:38][CH2:39][CH2:40][CH:41]=[CH2:42].CCN(C(C)C)C(C)C, predict the reaction product. The product is: [CH3:32][C:31]([CH3:34])([CH3:33])[C@H:26]([NH:25][C:35](=[O:43])[CH2:36][CH2:37][CH2:38][CH2:39][CH2:40][CH:41]=[CH2:42])[C:27]([O:29][CH3:30])=[O:28].